This data is from Catalyst prediction with 721,799 reactions and 888 catalyst types from USPTO. The task is: Predict which catalyst facilitates the given reaction. (1) Reactant: [H-].[Na+].[CH3:3][C:4]1([CH3:20])[O:9][C:8]2[CH:10]=[CH:11][C:12]([C@H:14]3[O:18][C:17](=[O:19])[NH:16][CH2:15]3)=[CH:13][C:7]=2[CH2:6][O:5]1.[I:21][C:22]1[CH:23]=[C:24]([CH2:28][CH2:29][CH2:30][CH2:31][O:32][CH2:33][CH2:34][CH2:35][CH2:36][CH2:37][CH2:38]Br)[CH:25]=[CH:26][CH:27]=1.[Cl-].[NH4+]. Product: [CH3:3][C:4]1([CH3:20])[O:9][C:8]2[CH:10]=[CH:11][C:12]([C@H:14]3[O:18][C:17](=[O:19])[N:16]([CH2:38][CH2:37][CH2:36][CH2:35][CH2:34][CH2:33][O:32][CH2:31][CH2:30][CH2:29][CH2:28][C:24]4[CH:25]=[CH:26][CH:27]=[C:22]([I:21])[CH:23]=4)[CH2:15]3)=[CH:13][C:7]=2[CH2:6][O:5]1. The catalyst class is: 3. (2) Reactant: Br[CH2:2][CH2:3][O:4][C:5](=[O:7])[CH3:6].[CH2:8]([C:10]1[CH:15]=[CH:14][C:13]([C:16]([C:27]2[CH:32]=[CH:31][CH:30]=[CH:29][CH:28]=2)=[C:17]2[CH2:22][C:21]([CH3:24])([CH3:23])[CH2:20][C:19]([CH3:26])([CH3:25])[CH2:18]2)=[CH:12][C:11]=1[OH:33])C.C([O-])([O-])=O.[K+].[K+]. Product: [CH3:8][C:10]1[CH:15]=[CH:14][C:13]([C:16]([C:27]2[CH:32]=[CH:31][CH:30]=[CH:29][CH:28]=2)=[C:17]2[CH2:22][C:21]([CH3:23])([CH3:24])[CH2:20][C:19]([CH3:26])([CH3:25])[CH2:18]2)=[CH:12][C:11]=1[O:33][CH2:6][C:5]([O:4][CH2:3][CH3:2])=[O:7]. The catalyst class is: 21. (3) Reactant: [C:1]([NH:4][C@H:5]1[C@H:14]([C@@H:15]([C@@H:17]([CH2:19][OH:20])[OH:18])[OH:16])[O:13][C:8]([OH:12])([C:9](=[O:11])[OH:10])[CH2:7][C@@H:6]1[OH:21])(=[O:3])[CH3:2].C([O-])(O)=O.[Na+:26]. Product: [Na+:26].[C:1]([NH:4][C@H:5]1[C@H:14]([C@@H:15]([C@@H:17]([CH2:19][OH:20])[OH:18])[OH:16])[O:13][C:8]([OH:12])([C:9](=[O:10])[O-:11])[CH2:7][C@@H:6]1[OH:21])(=[O:3])[CH3:2]. The catalyst class is: 6. (4) Reactant: Br[C:2]1[CH:11]=[C:10]2[C:5]([C:6]([Cl:16])=[C:7]([S:12]([NH2:15])(=[O:14])=[O:13])[CH:8]=[N:9]2)=[CH:4][CH:3]=1.[CH3:17][O:18][C:19]1[N:24]=[C:23]([O:25][CH3:26])[C:22](B(O)O)=[CH:21][N:20]=1.C(=O)([O-])[O-].[K+].[K+].O1CCOCC1. Product: [CH3:17][O:18][C:19]1[N:24]=[C:23]([O:25][CH3:26])[C:22]([C:2]2[CH:11]=[C:10]3[C:5]([C:6]([Cl:16])=[C:7]([S:12]([NH2:15])(=[O:14])=[O:13])[CH:8]=[N:9]3)=[CH:4][CH:3]=2)=[CH:21][N:20]=1. The catalyst class is: 103.